This data is from Catalyst prediction with 721,799 reactions and 888 catalyst types from USPTO. The task is: Predict which catalyst facilitates the given reaction. (1) The catalyst class is: 3. Product: [C:31]([NH:34][CH:35]1[CH2:40][CH2:39][N:38]([CH2:16][CH:15]2[O:14][CH2:13][CH2:12][N:11]([C:18]([O:20][C:21]([CH3:24])([CH3:23])[CH3:22])=[O:19])[CH2:10][CH:9]2[C:4]2[CH:5]=[CH:6][C:7]([Cl:8])=[C:2]([Cl:1])[CH:3]=2)[CH2:37][CH2:36]1)(=[O:33])[CH3:32]. Reactant: [Cl:1][C:2]1[CH:3]=[C:4]([CH:9]2[CH:15]([CH2:16]I)[O:14][CH2:13][CH2:12][N:11]([C:18]([O:20][C:21]([CH3:24])([CH3:23])[CH3:22])=[O:19])[CH2:10]2)[CH:5]=[CH:6][C:7]=1[Cl:8].C(=O)([O-])[O-].[K+].[K+].[C:31]([NH:34][CH:35]1[CH2:40][CH2:39][NH:38][CH2:37][CH2:36]1)(=[O:33])[CH3:32].O. (2) Reactant: C[O:2][C:3]([CH:5]1[CH2:9][CH2:8][CH2:7][N:6]1[C:10]([O:12][C:13]([CH3:16])([CH3:15])[CH3:14])=[O:11])=O.CC(C[AlH]CC(C)C)C.CO.C(O)(=O)CC(CC(O)=O)(C(O)=O)O. Product: [C:13]([O:12][C:10]([N:6]1[CH2:7][CH2:8][CH2:9][CH:5]1[CH:3]=[O:2])=[O:11])([CH3:16])([CH3:15])[CH3:14]. The catalyst class is: 11.